Predict the reactants needed to synthesize the given product. From a dataset of Retrosynthesis with 50K atom-mapped reactions and 10 reaction types from USPTO. Given the product C=CCN(C)CC1CCCc2ccccc2C1=O, predict the reactants needed to synthesize it. The reactants are: C=CCNC.C=O.O=C1CCCCc2ccccc21.